From a dataset of Reaction yield outcomes from USPTO patents with 853,638 reactions. Predict the reaction yield, written as a fraction of the theoretical maximum amount of product (1.0 means a 100% yield; for example, 0.34 means a 34% yield). (1) The reactants are C([O:3][C:4]1[CH:5]=[C:6]2[CH:12]=[CH:11][S:10][C:7]2=[CH:8][N:9]=1)C.Cl.N1C=CC=CC=1. The catalyst is O. The product is [S:10]1[C:7]2=[CH:8][N:9]=[C:4]([OH:3])[CH:5]=[C:6]2[CH:12]=[CH:11]1. The yield is 0.550. (2) The reactants are [O:1]1[CH:7]=[CH:6][CH2:5][CH2:4][C:3](=O)[CH2:2]1.[Si]([C:13]#[N:14])(C)(C)C.O.[CH2:16]([O:18][C:19]([N:21]1[CH2:26][CH2:25][NH:24][CH2:23][CH2:22]1)=[O:20])[CH3:17]. The catalyst is CO.[I-].[Zn+2].[I-]. The product is [C:13]([C:3]1([N:24]2[CH2:23][CH2:22][N:21]([C:19]([O:18][CH2:16][CH3:17])=[O:20])[CH2:26][CH2:25]2)[CH2:4][CH2:5][CH:6]=[CH:7][O:1][CH2:2]1)#[N:14]. The yield is 0.580.